From a dataset of Forward reaction prediction with 1.9M reactions from USPTO patents (1976-2016). Predict the product of the given reaction. (1) Given the reactants [Br:1]N1C(=O)CCC1=O.[O:9]1[C:13]2[CH:14]=[CH:15][C:16]([C:18]3([C:21]([NH:23][C:24]4[CH:25]=[C:26]5[C:30](=[CH:31][CH:32]=4)[NH:29][CH:28]=[CH:27]5)=[O:22])[CH2:20][CH2:19]3)=[CH:17][C:12]=2[O:11][CH2:10]1.O, predict the reaction product. The product is: [O:9]1[C:13]2[CH:14]=[CH:15][C:16]([C:18]3([C:21]([NH:23][C:24]4[CH:25]=[C:26]5[C:30](=[CH:31][CH:32]=4)[NH:29][CH:28]=[C:27]5[Br:1])=[O:22])[CH2:20][CH2:19]3)=[CH:17][C:12]=2[O:11][CH2:10]1. (2) Given the reactants [CH2:1]([OH:12])[CH2:2][CH2:3][CH2:4][CH2:5][CH2:6][CH2:7][CH2:8][CH2:9][C:10]#[CH:11].[Cl:13][C:14]1[CH:19]=[CH:18][C:17](I)=[CH:16][CH:15]=1, predict the reaction product. The product is: [Cl:13][C:14]1[CH:19]=[CH:18][C:17]([C:11]#[C:10][CH2:9][CH2:8][CH2:7][CH2:6][CH2:5][CH2:4][CH2:3][CH2:2][CH2:1][OH:12])=[CH:16][CH:15]=1. (3) Given the reactants Cl.[NH2:2][C@H:3]1[CH2:8][CH2:7][C@H:6]([NH:9][C:10]([C:12]2[C:16]3[N:17]=[CH:18][N:19]=[C:20]([C:21]4[CH:26]=[C:25]([CH2:27][CH3:28])[CH:24]=[CH:23][C:22]=4[O:29][CH2:30][CH:31]4[CH2:33][CH2:32]4)[C:15]=3[NH:14][C:13]=2[CH3:34])=[O:11])[CH2:5][CH2:4]1.[C:35](Cl)(=[O:38])[CH2:36][CH3:37], predict the reaction product. The product is: [CH:31]1([CH2:30][O:29][C:22]2[CH:23]=[CH:24][C:25]([CH2:27][CH3:28])=[CH:26][C:21]=2[C:20]2[C:15]3[NH:14][C:13]([CH3:34])=[C:12]([C:10]([NH:9][C@H:6]4[CH2:7][CH2:8][C@H:3]([NH:2][C:35](=[O:38])[CH2:36][CH3:37])[CH2:4][CH2:5]4)=[O:11])[C:16]=3[N:17]=[CH:18][N:19]=2)[CH2:32][CH2:33]1.